This data is from In vitro SARS-CoV-2 activity screen of 1,480 approved drugs from Prestwick library. The task is: Binary Classification. Given a drug SMILES string, predict its activity (active/inactive) in a high-throughput screening assay against a specified biological target. (1) The drug is CC(=O)OCC(=O)NCCCOc1cccc(CN2CCCCC2)c1.Cl. The result is 0 (inactive). (2) The compound is NC(=O)N1c2ccccc2C=Cc2ccccc21. The result is 0 (inactive).